This data is from Forward reaction prediction with 1.9M reactions from USPTO patents (1976-2016). The task is: Predict the product of the given reaction. (1) Given the reactants Cl.[F:2][C:3]1[CH:4]=[C:5]([NH:12]N)[CH:6]=[C:7]([F:11])[C:8]=1[O:9][CH3:10].[C:14]([OH:21])(=[O:20])[CH2:15][CH2:16][C:17]([CH3:19])=O.[CH2:22](O)[CH3:23], predict the reaction product. The product is: [F:2][C:3]1[C:8]([O:9][CH3:10])=[C:7]([F:11])[CH:6]=[C:5]2[C:4]=1[C:16]([CH2:15][C:14]([O:21][CH2:22][CH3:23])=[O:20])=[C:17]([CH3:19])[NH:12]2. (2) Given the reactants [NH:1]1[CH2:4][CH:3]([C:5]2[CH:27]=[CH:26][C:8]3[C:9]4[N:10]=[C:11]([C:17]5[N:18]([CH:23]([CH3:25])[CH3:24])[N:19]=[C:20]([CH3:22])[N:21]=5)[S:12][C:13]=4[CH2:14][CH2:15][O:16][C:7]=3[CH:6]=2)[CH2:2]1.C(=O)([O-])[O-].[Cs+].[Cs+].Br[CH2:35][CH2:36][O:37][CH3:38], predict the reaction product. The product is: [CH:23]([N:18]1[C:17]([C:11]2[S:12][C:13]3[CH2:14][CH2:15][O:16][C:7]4[CH:6]=[C:5]([CH:3]5[CH2:4][N:1]([CH2:35][CH2:36][O:37][CH3:38])[CH2:2]5)[CH:27]=[CH:26][C:8]=4[C:9]=3[N:10]=2)=[N:21][C:20]([CH3:22])=[N:19]1)([CH3:25])[CH3:24]. (3) Given the reactants C(OC(=O)COC1C=CC(Cl)=CC=1C#CC1C=CC=C(S(CCC)(=O)=O)C=1)(C)(C)C.[C:31]([O:35][C:36](=[O:49])[CH2:37][O:38][C:39]1[CH:44]=[CH:43][C:42]([C:45]#[N:46])=[CH:41][C:40]=1[C:47]#[CH:48])([CH3:34])([CH3:33])[CH3:32].I[C:51]1[CH:56]=[C:55]([S:57]([CH3:60])(=[O:59])=[O:58])[CH:54]=[CH:53][C:52]=1[CH2:61][CH2:62][CH3:63], predict the reaction product. The product is: [C:31]([O:35][C:36](=[O:49])[CH2:37][O:38][C:39]1[CH:44]=[CH:43][C:42]([C:45]#[N:46])=[CH:41][C:40]=1[C:47]#[C:48][C:53]1[CH:54]=[C:55]([S:57]([CH3:60])(=[O:58])=[O:59])[CH:56]=[CH:51][C:52]=1[CH2:61][CH2:62][CH3:63])([CH3:34])([CH3:33])[CH3:32]. (4) Given the reactants F[C:2]1[CH:7]=[CH:6][C:5]([N+:8]([O-:10])=[O:9])=[C:4]([O:11][CH3:12])[CH:3]=1.[CH3:13][N:14]1[CH2:19][CH2:18][N:17]([CH:20]2[CH2:25][CH2:24][NH:23][CH2:22][CH2:21]2)[CH2:16][CH2:15]1, predict the reaction product. The product is: [CH3:12][O:11][C:4]1[CH:3]=[C:2]([N:23]2[CH2:22][CH2:21][CH:20]([N:17]3[CH2:16][CH2:15][N:14]([CH3:13])[CH2:19][CH2:18]3)[CH2:25][CH2:24]2)[CH:7]=[CH:6][C:5]=1[N+:8]([O-:10])=[O:9]. (5) Given the reactants [CH2:1]([O:3][C:4]([C:6]1[C:7]([CH3:26])=[C:8]([C:19]([O:21][C:22]([CH3:25])([CH3:24])[CH3:23])=[O:20])[NH:9][C:10]=1[CH2:11][CH2:12][CH2:13]OS(C)(=O)=O)=[O:5])[CH3:2].[NH2:27][CH2:28][C@@H:29]([OH:37])[CH2:30][N:31]1[CH2:36][CH2:35][O:34][CH2:33][CH2:32]1, predict the reaction product. The product is: [CH2:1]([O:3][C:4]([C:6]1[C:7]([CH3:26])=[C:8]([C:19]([O:21][C:22]([CH3:25])([CH3:24])[CH3:23])=[O:20])[NH:9][C:10]=1[CH2:11][CH2:12][CH2:13][NH:27][CH2:28][C@H:29]([OH:37])[CH2:30][N:31]1[CH2:32][CH2:33][O:34][CH2:35][CH2:36]1)=[O:5])[CH3:2].